Predict the reactants needed to synthesize the given product. From a dataset of Retrosynthesis with 50K atom-mapped reactions and 10 reaction types from USPTO. Given the product C#CC#CCC/C=C/C=C/C(=O)NCC(C)CC, predict the reactants needed to synthesize it. The reactants are: C#CC#CCC/C=C/C=C/C(=O)O.CCC(C)CN.